From a dataset of Full USPTO retrosynthesis dataset with 1.9M reactions from patents (1976-2016). Predict the reactants needed to synthesize the given product. (1) Given the product [Br:1][C:2]1[CH:7]=[C:6]([S:8]([CH2:11][CH3:12])(=[O:10])=[O:9])[CH:5]=[CH:4][C:3]=1[NH:18][CH2:17][CH:14]1[CH2:16][CH2:15]1, predict the reactants needed to synthesize it. The reactants are: [Br:1][C:2]1[CH:7]=[C:6]([S:8]([CH2:11][CH3:12])(=[O:10])=[O:9])[CH:5]=[CH:4][C:3]=1F.[CH:14]1([CH2:17][NH2:18])[CH2:16][CH2:15]1. (2) Given the product [C@@H:36]1([N:50]2[C:54]3=[N:55][CH:56]=[CH:57][C:58]([C:7]4[N:6]([S:3]([N:2]([CH3:1])[CH3:24])(=[O:4])=[O:5])[CH:10]=[CH:9][N:8]=4)=[C:53]3[CH:52]=[CH:51]2)[O:37][C@H:38]([CH2:39][OH:40])[C@@H:34]([OH:33])[CH2:35]1, predict the reactants needed to synthesize it. The reactants are: [CH3:1][N:2]([CH3:24])[S:3]([N:6]1[CH:10]=[CH:9][N:8]=[C:7]1[Sn](CCCC)(CCCC)CCCC)(=[O:5])=[O:4].C1(C)C(C([O:33][C@@H:34]2[C@@H:38]([CH2:39][O:40]C(C3C(C)=CC=CC=3)=O)[O:37][C@@H:36]([N:50]3[C:54]4=[N:55][CH:56]=[CH:57][C:58](I)=[C:53]4[CH:52]=[CH:51]3)[CH2:35]2)=O)=CC=CC=1.[Cl-].[Li+]. (3) Given the product [CH3:25][N:13]([CH2:12][C:11]1([CH3:26])[O:27][C:2]2=[N:6][C:5]([N+:7]([O-:9])=[O:8])=[CH:4][N:3]2[CH2:10]1)[C:14](=[O:24])[O:15][CH2:16][C:17]1[CH:22]=[CH:21][C:20]([F:23])=[CH:19][CH:18]=1, predict the reactants needed to synthesize it. The reactants are: Cl[C:2]1[N:3]([CH2:10][C:11]([OH:27])([CH3:26])[CH2:12][N:13]([CH3:25])[C:14](=[O:24])[O:15][CH2:16][C:17]2[CH:22]=[CH:21][C:20]([F:23])=[CH:19][CH:18]=2)[CH:4]=[C:5]([N+:7]([O-:9])=[O:8])[N:6]=1.[H-].[Na+]. (4) Given the product [CH3:7][NH:9][CH2:10][C:11]([CH3:17])([CH3:16])[CH2:12][NH:13][CH3:14], predict the reactants needed to synthesize it. The reactants are: [H-].[H-].[H-].[H-].[Li+].[Al+3].[CH:7]([NH:9][CH2:10][C:11]([CH3:17])([CH3:16])[CH2:12][NH:13][CH:14]=O)=O.